From a dataset of Full USPTO retrosynthesis dataset with 1.9M reactions from patents (1976-2016). Predict the reactants needed to synthesize the given product. (1) Given the product [Si:10]([O:11][CH:12]1[CH2:15][CH:14]([N:16]2[CH:20]=[C:19]([B:26]3[O:30][C:29]([CH3:32])([CH3:31])[C:28]([CH3:34])([CH3:33])[O:27]3)[CH:18]=[N:17]2)[CH2:13]1)([C:6]([CH3:9])([CH3:8])[CH3:7])([CH3:23])[CH3:22], predict the reactants needed to synthesize it. The reactants are: C([Mg]Cl)(C)C.[C:6]([Si:10]([CH3:23])([CH3:22])[O:11][CH:12]1[CH2:15][CH:14]([N:16]2[CH:20]=[C:19](I)[CH:18]=[N:17]2)[CH2:13]1)([CH3:9])([CH3:8])[CH3:7].CO[B:26]1[O:30][C:29]([CH3:32])([CH3:31])[C:28]([CH3:34])([CH3:33])[O:27]1. (2) Given the product [C:35]([CH2:34][CH2:33][C:15]1[CH:14]=[C:13]([C:11](=[O:12])[C:10]2[CH:39]=[CH:40][C:7]([O:6][CH:1]3[CH2:5][CH2:4][CH2:3][CH2:2]3)=[CH:8][C:9]=2[OH:41])[CH:32]=[CH:31][C:16]=1[O:17][CH2:18][C:19]1[CH:28]=[CH:27][C:22]([C:23]([OH:25])=[O:24])=[C:21]([O:29][CH3:30])[CH:20]=1)([OH:37])=[O:36], predict the reactants needed to synthesize it. The reactants are: [CH:1]1([O:6][C:7]2[CH:40]=[CH:39][C:10]([C:11]([C:13]3[CH:32]=[CH:31][C:16]([O:17][CH2:18][C:19]4[CH:28]=[CH:27][C:22]([C:23]([O:25]C)=[O:24])=[C:21]([O:29][CH3:30])[CH:20]=4)=[C:15]([CH2:33][CH2:34][C:35]([O:37]C)=[O:36])[CH:14]=3)=[O:12])=[C:9]([OH:41])[CH:8]=2)[CH2:5][CH2:4][CH2:3][CH2:2]1.O.Cl.C(OCC)(=O)C. (3) Given the product [C:6]([OH:5])(=[O:7])[CH3:19].[C:37]([OH:36])(=[O:51])[CH3:44].[C:50]([N:46]1[CH2:45][C:34]2[C:32]([N:28]3[CH2:27][CH2:26][N:42]([CH3:41])[CH2:31][CH2:29]3)=[N:13][C:12]([NH2:11])=[N:20][C:48]=2[CH2:47]1)(=[O:51])[CH3:49], predict the reactants needed to synthesize it. The reactants are: C([O:5][C:6](N1CC2C(Cl)=[N:13][C:12](Cl)=[N:11]C=2C1)=[O:7])(C)(C)C.[CH3:19][N:20]1CCNCC1.[CH3:26][CH2:27][N:28]([CH:32]([CH3:34])C)[CH:29]([CH3:31])C.C[O:36][C:37]1[CH:44]=CC([CH2:41][NH2:42])=CC=1.[CH3:45][N:46]1[C:50](=[O:51])[CH2:49][CH2:48][CH2:47]1. (4) Given the product [NH2:18][C:10]1[O:11][C:12]([CH3:16])([CH3:17])[C:13]([F:14])([F:15])[C@:8]([C:6]2[CH:7]=[C:2]([NH:1][C:28]([C:25]3[CH:24]=[N:23][C:22]([CH3:21])=[CH:27][N:26]=3)=[O:29])[CH:3]=[CH:4][C:5]=2[F:20])([CH3:19])[N:9]=1, predict the reactants needed to synthesize it. The reactants are: [NH2:1][C:2]1[CH:3]=[CH:4][C:5]([F:20])=[C:6]([C@:8]2([CH3:19])[C:13]([F:15])([F:14])[C:12]([CH3:17])([CH3:16])[O:11][C:10]([NH2:18])=[N:9]2)[CH:7]=1.[CH3:21][C:22]1[N:23]=[CH:24][C:25]([C:28](O)=[O:29])=[N:26][CH:27]=1. (5) Given the product [NH:9]1[CH:10]=[CH:11][N:7]=[C:8]1[C:24]1[N:25]=[N:26][C:27]2[C:32]([C:23]=1[NH:22][CH:19]([CH3:21])[CH3:20])=[CH:31][CH:30]=[C:29]([C:33]1[CH:38]=[CH:37][C:36]([S:39]([CH3:42])(=[O:40])=[O:41])=[CH:35][CH:34]=1)[CH:28]=2, predict the reactants needed to synthesize it. The reactants are: C[Si](C)(C)CCOC[N:7]1[CH:11]=[CH:10][N:9]=[CH:8]1.C([Li])CCC.[CH:19]([NH:22][C:23]1[C:32]2[C:27](=[CH:28][C:29]([C:33]3[CH:38]=[CH:37][C:36]([S:39]([CH3:42])(=[O:41])=[O:40])=[CH:35][CH:34]=3)=[CH:30][CH:31]=2)[N:26]=[N:25][C:24]=1C1N=CSC=1)([CH3:21])[CH3:20].Cl. (6) Given the product [CH2:12]([N:11]([CH2:14][CH3:15])[CH2:10][CH2:9][CH2:8][NH:7][C:5](=[O:6])[C:4]1[CH:16]=[CH:17][CH:18]=[C:2]([NH:33][C:29]2[CH:30]=[CH:31][CH:32]=[C:27](/[CH:26]=[CH:25]/[C:22]3[CH:23]=[CH:24][N:19]=[CH:20][CH:21]=3)[CH:28]=2)[CH:3]=1)[CH3:13], predict the reactants needed to synthesize it. The reactants are: Br[C:2]1[CH:3]=[C:4]([CH:16]=[CH:17][CH:18]=1)[C:5]([NH:7][CH2:8][CH2:9][CH2:10][N:11]([CH2:14][CH3:15])[CH2:12][CH3:13])=[O:6].[N:19]1[CH:24]=[CH:23][C:22](/[CH:25]=[CH:26]/[C:27]2[CH:28]=[C:29]([NH2:33])[CH:30]=[CH:31][CH:32]=2)=[CH:21][CH:20]=1.CC(C1C=C(C(C)C)C(C2C=CC=CC=2P(C2CCCCC2)C2CCCCC2)=C(C(C)C)C=1)C.C([O-])([O-])=O.[K+].[K+].